The task is: Predict the product of the given reaction.. This data is from Forward reaction prediction with 1.9M reactions from USPTO patents (1976-2016). (1) Given the reactants [CH3:1][C:2]1[CH:3]=[CH:4][C:5]([CH2:11][C:12](=[O:37])[N:13]2[CH2:36][CH2:35][C:16]3([CH2:19][N:18]([C@H:20]4[C:28]5[C:23](=[CH:24][C:25]([C:29]6[N:34]=[CH:33][CH:32]=[CH:31][N:30]=6)=[CH:26][CH:27]=5)[CH2:22][CH2:21]4)[CH2:17]3)[CH2:15][CH2:14]2)=[C:6]([CH:10]=1)[C:7](O)=[O:8].F[P-](F)(F)(F)(F)F.[N:45]1(O[P+](N(C)C)(N(C)C)N(C)C)C2C=CC=CC=2N=N1.N, predict the reaction product. The product is: [CH3:1][C:2]1[CH:3]=[CH:4][C:5]([CH2:11][C:12](=[O:37])[N:13]2[CH2:14][CH2:15][C:16]3([CH2:17][N:18]([C@H:20]4[C:28]5[C:23](=[CH:24][C:25]([C:29]6[N:30]=[CH:31][CH:32]=[CH:33][N:34]=6)=[CH:26][CH:27]=5)[CH2:22][CH2:21]4)[CH2:19]3)[CH2:35][CH2:36]2)=[C:6]([CH:10]=1)[C:7]([NH2:45])=[O:8]. (2) Given the reactants [C:1]([C:4]1[C:8]2[CH:9]=[CH:10][N:11]3[C:15]([C:7]=2[N:6]([CH2:23][C:24]([O:26]C)=[O:25])[N:5]=1)=[CH:14][C:13]([C:16]1[CH:21]=[CH:20][CH:19]=[C:18]([Cl:22])[CH:17]=1)=[CH:12]3)(=[O:3])[CH3:2].O.CO.[OH-].[Na+], predict the reaction product. The product is: [C:1]([C:4]1[C:8]2[CH:9]=[CH:10][N:11]3[C:15]([C:7]=2[N:6]([CH2:23][C:24]([OH:26])=[O:25])[N:5]=1)=[CH:14][C:13]([C:16]1[CH:21]=[CH:20][CH:19]=[C:18]([Cl:22])[CH:17]=1)=[CH:12]3)(=[O:3])[CH3:2]. (3) Given the reactants [H-].[Na+].[I-].[CH3:4][S+](C)(C)=O.[F:9][C:10]1([C:17]2[N:18]([CH3:25])[N:19]=[CH:20][C:21]=2[N+:22]([O-:24])=[O:23])[CH2:15][CH2:14][C:13](=[O:16])[CH2:12][CH2:11]1.[C:26]([O:30][C:31](O[C:31]([O:30][C:26]([CH3:29])([CH3:28])[CH3:27])=[O:32])=[O:32])([CH3:29])([CH3:28])[CH3:27].[NH3:41], predict the reaction product. The product is: [F:9][C:10]1([C:17]2[N:18]([CH3:25])[N:19]=[CH:20][C:21]=2[N+:22]([O-:24])=[O:23])[CH2:11][CH2:12][C:13]([CH2:4][NH:41][C:31](=[O:32])[O:30][C:26]([CH3:29])([CH3:28])[CH3:27])([OH:16])[CH2:14][CH2:15]1. (4) Given the reactants [CH3:1][O:2][C:3](=[O:23])[CH:4]([O:20][CH2:21][CH3:22])[CH2:5][C:6]1[CH:11]=[CH:10][CH:9]=[C:8]([O:12]CC2C=CC=CC=2)[CH:7]=1.COC(=O)C(OC)CC1C=CC=C(O)C=1, predict the reaction product. The product is: [CH3:1][O:2][C:3](=[O:23])[CH:4]([O:20][CH2:21][CH3:22])[CH2:5][C:6]1[CH:11]=[CH:10][CH:9]=[C:8]([OH:12])[CH:7]=1. (5) Given the reactants [F:1][CH:2]([F:12])[CH2:3][NH:4][C:5]1[CH:6]=[N:7][CH:8]=[CH:9][C:10]=1I.[F:13][C:14]1[CH:19]=[CH:18][C:17](B(O)O)=[C:16]([O:23][CH3:24])[CH:15]=1, predict the reaction product. The product is: [F:1][CH:2]([F:12])[CH2:3][NH:4][C:5]1[CH:6]=[N:7][CH:8]=[CH:9][C:10]=1[C:17]1[CH:18]=[CH:19][C:14]([F:13])=[CH:15][C:16]=1[O:23][CH3:24].